From a dataset of CYP2C19 inhibition data for predicting drug metabolism from PubChem BioAssay. Regression/Classification. Given a drug SMILES string, predict its absorption, distribution, metabolism, or excretion properties. Task type varies by dataset: regression for continuous measurements (e.g., permeability, clearance, half-life) or binary classification for categorical outcomes (e.g., BBB penetration, CYP inhibition). Dataset: cyp2c19_veith. The drug is CC(=O)[C@@]1(O)Cc2c(O)c3c(c(O)c2[C@H](O[C@H]2C[C@H](N)[C@H](O)[C@H](C)O2)C1)C(=O)c1ccccc1C3=O. The result is 0 (non-inhibitor).